The task is: Predict the reactants needed to synthesize the given product.. This data is from Full USPTO retrosynthesis dataset with 1.9M reactions from patents (1976-2016). (1) Given the product [CH3:1][O:2][C:3](=[O:32])[CH2:4][C:5]1[CH:10]=[CH:9][C:8]([CH2:11][N:12]([CH2:13][CH2:14][CH2:15][N:16]2[C:24](=[O:25])[NH:23][C:22]3[C:17]2=[N:18][C:19]([O:27][CH2:28][CH2:29][CH2:30][CH3:31])=[N:20][C:21]=3[NH2:26])[C:48](=[O:49])[CH2:47][CH2:46][N:43]2[CH2:44][CH2:45][NH:40][CH2:41][CH2:42]2)=[CH:7][CH:6]=1, predict the reactants needed to synthesize it. The reactants are: [CH3:1][O:2][C:3](=[O:32])[CH2:4][C:5]1[CH:10]=[CH:9][C:8]([CH2:11][NH:12][CH2:13][CH2:14][CH2:15][N:16]2[C:24](=[O:25])[NH:23][C:22]3[C:17]2=[N:18][C:19]([O:27][CH2:28][CH2:29][CH2:30][CH3:31])=[N:20][C:21]=3[NH2:26])=[CH:7][CH:6]=1.C(OC([N:40]1[CH2:45][CH2:44][N:43]([CH2:46][CH2:47][C:48](O)=[O:49])[CH2:42][CH2:41]1)=O)(C)(C)C.CN(C(ON1N=NC2C=CC=NC1=2)=[N+](C)C)C.F[P-](F)(F)(F)(F)F.C(O)(C(F)(F)F)=O. (2) Given the product [CH2:1]1[CH:5]2[C@@H:6]3[CH:10]=[CH:9][C@H:8]([CH:4]2[CH:3]=[CH:2]1)[CH2:7]3, predict the reactants needed to synthesize it. The reactants are: [CH2:1]1[CH:5]2[CH:6]3[CH:10]=[CH:9][CH:8]([CH:4]2[CH:3]=[CH:2]1)[CH2:7]3.C1(C#C)C=CC=CC=1. (3) The reactants are: C([O:3][C:4](=[O:19])[CH:5]([O:16][CH2:17][CH3:18])[CH2:6][C:7]1[CH:8]=[C:9]2[C:13](=[CH:14][CH:15]=1)[NH:12][CH:11]=[CH:10]2)C.Cl[CH2:21][C:22]1[N:23]=[C:24]([C:28]2[CH:33]=[CH:32][CH:31]=[CH:30][CH:29]=2)[O:25][C:26]=1[CH3:27]. Given the product [CH2:17]([O:16][CH:5]([CH2:6][C:7]1[CH:8]=[C:9]2[C:13](=[CH:14][CH:15]=1)[N:12]([CH2:21][C:22]1[N:23]=[C:24]([C:28]3[CH:33]=[CH:32][CH:31]=[CH:30][CH:29]=3)[O:25][C:26]=1[CH3:27])[CH:11]=[CH:10]2)[C:4]([OH:3])=[O:19])[CH3:18], predict the reactants needed to synthesize it. (4) Given the product [C:1]([O:5][C:6]([NH:8][C@@H:9]([C:13]([CH3:16])([CH3:15])[CH3:14])[C:10]([N:31]1[C@H:30]([C:28](=[O:29])[NH:27][C@H:17]2[C:26]3[C:21](=[CH:22][CH:23]=[CH:24][CH:25]=3)[CH2:20][CH2:19][CH2:18]2)[CH2:39][C:38]2[C:33](=[CH:34][C:35]([C:40]([O:42][CH3:43])=[O:41])=[CH:36][CH:37]=2)[CH2:32]1)=[O:12])=[O:7])([CH3:2])([CH3:3])[CH3:4], predict the reactants needed to synthesize it. The reactants are: [C:1]([O:5][C:6]([NH:8][C@@H:9]([C:13]([CH3:16])([CH3:15])[CH3:14])[C:10]([OH:12])=O)=[O:7])([CH3:4])([CH3:3])[CH3:2].[C@H:17]1([NH:27][C:28]([C@@H:30]2[CH2:39][C:38]3[C:33](=[CH:34][C:35]([C:40]([O:42][CH3:43])=[O:41])=[CH:36][CH:37]=3)[CH2:32][NH:31]2)=[O:29])[C:26]2[C:21](=[CH:22][CH:23]=[CH:24][CH:25]=2)[CH2:20][CH2:19][CH2:18]1.C(Cl)CCl.C1C=NC2N(O)N=NC=2C=1.CN1CCOCC1. (5) Given the product [Cl:18][C:19]1[CH:24]=[CH:23][C:22]([C:25]2[CH:26]=[C:27]([C:30]([NH:17][C:5]3[CH:6]=[CH:7][C:8]([O:9][CH2:10][CH2:11][N:12]4[CH2:16][CH2:15][CH2:14][CH2:13]4)=[C:3]([O:2][CH3:1])[CH:4]=3)=[O:31])[NH:28][CH:29]=2)=[CH:21][CH:20]=1, predict the reactants needed to synthesize it. The reactants are: [CH3:1][O:2][C:3]1[CH:4]=[C:5]([NH2:17])[CH:6]=[CH:7][C:8]=1[O:9][CH2:10][CH2:11][N:12]1[CH2:16][CH2:15][CH2:14][CH2:13]1.[Cl:18][C:19]1[CH:24]=[CH:23][C:22]([C:25]2[CH:26]=[C:27]([C:30](O)=[O:31])[NH:28][CH:29]=2)=[CH:21][CH:20]=1.C(Cl)CCl.C1C=CC2N(O)N=NC=2C=1.C([O-])(O)=O.[Na+]. (6) Given the product [Si:30]([O:29][C@H:21]([C:22]1[CH:23]=[CH:24][C:25]([F:28])=[CH:26][CH:27]=1)[CH2:20][CH2:19][C@@H:9]1[C@@H:8]([C:5]2[CH:6]=[CH:7][C:2]([B:54]3[O:55][C:56]([CH3:61])([CH3:62])[C:57]([CH3:59])([CH3:60])[O:58]3)=[CH:3][C:4]=2[O:37][Si:38]([C:41]([CH3:44])([CH3:43])[CH3:42])([CH3:40])[CH3:39])[N:11]([C:12]2[CH:17]=[CH:16][CH:15]=[CH:14][CH:13]=2)[C:10]1=[O:18])([C:33]([CH3:34])([CH3:35])[CH3:36])([CH3:32])[CH3:31], predict the reactants needed to synthesize it. The reactants are: Br[C:2]1[CH:7]=[CH:6][C:5]([C@H:8]2[N:11]([C:12]3[CH:17]=[CH:16][CH:15]=[CH:14][CH:13]=3)[C:10](=[O:18])[C@@H:9]2[CH2:19][CH2:20][C@H:21]([O:29][Si:30]([C:33]([CH3:36])([CH3:35])[CH3:34])([CH3:32])[CH3:31])[C:22]2[CH:27]=[CH:26][C:25]([F:28])=[CH:24][CH:23]=2)=[C:4]([O:37][Si:38]([C:41]([CH3:44])([CH3:43])[CH3:42])([CH3:40])[CH3:39])[CH:3]=1.[B:54]1([B:54]2[O:58][C:57]([CH3:60])([CH3:59])[C:56]([CH3:62])([CH3:61])[O:55]2)[O:58][C:57]([CH3:60])([CH3:59])[C:56]([CH3:62])([CH3:61])[O:55]1.C([O-])(=O)C.[K+]. (7) The reactants are: [CH3:1][O:2][C:3]1[N:8]=[C:7]([NH2:9])[CH:6]=[CH:5][C:4]=1[C:10]1[CH:11]=[N:12][N:13]([CH3:15])[CH:14]=1.Cl[C:17]1[CH:18]=[CH:19][C:20]2[CH2:21][N:22]([CH3:34])[CH2:23][C@@H:24]([C:28]3[CH:33]=[CH:32][CH:31]=[CH:30][CH:29]=3)[O:25][C:26]=2[N:27]=1.C(=O)([O-])[O-].[Cs+].[Cs+].COCCOC. Given the product [CH3:1][O:2][C:3]1[N:8]=[C:7]([NH:9][C:17]2[CH:18]=[CH:19][C:20]3[CH2:21][N:22]([CH3:34])[CH2:23][C@@H:24]([C:28]4[CH:29]=[CH:30][CH:31]=[CH:32][CH:33]=4)[O:25][C:26]=3[N:27]=2)[CH:6]=[CH:5][C:4]=1[C:10]1[CH:11]=[N:12][N:13]([CH3:15])[CH:14]=1, predict the reactants needed to synthesize it. (8) Given the product [Br:1][C:2]1[CH:3]=[C:4]([CH:8]=[C:9]([Br:20])[C:10]=1[O:11][C:12]1[CH:17]=[CH:16][C:15]([O:18][CH3:19])=[CH:14][CH:13]=1)[CH:5]=[N:6][O:7][CH:28]([CH3:21])[C:27]([O:30][CH2:31][CH3:32])=[O:29], predict the reactants needed to synthesize it. The reactants are: [Br:1][C:2]1[CH:3]=[C:4]([CH:8]=[C:9]([Br:20])[C:10]=1[O:11][C:12]1[CH:17]=[CH:16][C:15]([O:18][CH3:19])=[CH:14][CH:13]=1)[CH:5]=[N:6][OH:7].[C:21]([O-])([O-])=O.[Cs+].[Cs+].[C:27]([O:30][CH2:31][CH3:32])(=[O:29])[CH3:28]. (9) Given the product [Cl:1][C:2]1[CH:3]=[CH:4][CH:5]=[C:6]2[C:11]=1[N:10]=[N:9][C:8]([C:12]1[CH:13]=[CH:14][CH:15]=[CH:16][CH:17]=1)=[C:7]2[C:18]1[CH:19]=[C:20]([NH:24][CH2:28][C:27]2[CH:30]=[CH:31][CH:32]=[C:33]([C:34]([F:35])([F:37])[F:36])[C:26]=2[Cl:25])[CH:21]=[CH:22][CH:23]=1, predict the reactants needed to synthesize it. The reactants are: [Cl:1][C:2]1[CH:3]=[CH:4][CH:5]=[C:6]2[C:11]=1[N:10]=[N:9][C:8]([C:12]1[CH:17]=[CH:16][CH:15]=[CH:14][CH:13]=1)=[C:7]2[C:18]1[CH:19]=[C:20]([NH2:24])[CH:21]=[CH:22][CH:23]=1.[Cl:25][C:26]1[C:33]([C:34]([F:37])([F:36])[F:35])=[CH:32][CH:31]=[CH:30][C:27]=1[CH:28]=O.